From a dataset of Full USPTO retrosynthesis dataset with 1.9M reactions from patents (1976-2016). Predict the reactants needed to synthesize the given product. (1) Given the product [CH3:16][C:14]1[N:1]=[C:2]2[N:6]([C:8]=1[C:9]([O:11][CH2:12][CH3:13])=[O:10])[CH:5]=[CH:4][S:3]2, predict the reactants needed to synthesize it. The reactants are: [NH2:1][C:2]1[S:3][CH:4]=[CH:5][N:6]=1.Cl[CH:8]([C:14]([CH3:16])=O)[C:9]([O:11][CH2:12][CH3:13])=[O:10]. (2) Given the product [OH:1][C:2]1[CH:3]=[CH:4][C:5]([CH3:11])=[C:6]([CH:10]=1)[C:7]([O:9][CH3:14])=[O:8], predict the reactants needed to synthesize it. The reactants are: [OH:1][C:2]1[CH:3]=[CH:4][C:5]([CH3:11])=[C:6]([CH:10]=1)[C:7]([OH:9])=[O:8].CO.[CH3:14][Si](C=[N+]=[N-])(C)C.C(OCC)C.